This data is from Full USPTO retrosynthesis dataset with 1.9M reactions from patents (1976-2016). The task is: Predict the reactants needed to synthesize the given product. Given the product [F:1][C:2]1[CH:10]=[CH:9][C:8]2[C:4](=[CH:5][N:6]([CH3:11])[N:7]=2)[C:3]=1[C@@H:12]1[CH2:14][C@H:13]1[CH2:15][NH:16][C:24](=[O:27])[CH2:25][CH3:26], predict the reactants needed to synthesize it. The reactants are: [F:1][C:2]1[CH:10]=[CH:9][C:8]2[C:4](=[CH:5][N:6]([CH3:11])[N:7]=2)[C:3]=1[C@@H:12]1[CH2:14][C@H:13]1[CH2:15][NH2:16].C(N(CC)CC)C.[C:24](O[C:24](=[O:27])[CH2:25][CH3:26])(=[O:27])[CH2:25][CH3:26].